From a dataset of Forward reaction prediction with 1.9M reactions from USPTO patents (1976-2016). Predict the product of the given reaction. (1) Given the reactants [Br:1][C:2]1[CH:3]=[C:4]([C:8]([CH3:17])([CH3:16])[CH2:9][C:10](=[O:15])[C:11]([F:14])([F:13])[F:12])[CH:5]=[CH:6][CH:7]=1.[I-].[CH3:19][S+](C)(C)=O.[H-].[Na+], predict the reaction product. The product is: [Br:1][C:2]1[CH:3]=[C:4]([C:8]([CH3:17])([CH3:16])[CH2:9][C:10]2([C:11]([F:13])([F:14])[F:12])[CH2:19][O:15]2)[CH:5]=[CH:6][CH:7]=1. (2) Given the reactants CN(C)C=O.[OH:6][CH2:7][C@@H:8]1[C@@H:15]2[C@@H:11]([O:12][C:13](=[O:16])[CH2:14]2)[CH2:10][C@H:9]1[O:17][CH:18]1[CH2:23][CH2:22][CH2:21][CH2:20][O:19]1.N1C=CN=C1.[Si:29](Cl)([C:32]([CH3:35])([CH3:34])[CH3:33])([CH3:31])[CH3:30], predict the reaction product. The product is: [CH3:30][Si:29]([CH3:31])([C:32]([CH3:35])([CH3:34])[CH3:33])[O:6][CH2:7][C@@H:8]1[C@@H:15]2[C@@H:11]([O:12][C:13](=[O:16])[CH2:14]2)[CH2:10][C@H:9]1[O:17][CH:18]1[CH2:23][CH2:22][CH2:21][CH2:20][O:19]1. (3) Given the reactants [F:1][C:2]1[CH:3]=[C:4]([CH:7]=[C:8]([N:10]2[CH:14]=[C:13](I)[CH:12]=[N:11]2)[CH:9]=1)[C:5]#[N:6].[NH:16]1[CH:20]=[CH:19][CH:18]=[N:17]1.C(=O)([O-])[O-].[K+].[K+], predict the reaction product. The product is: [N:16]1([C:13]2[CH:12]=[N:11][N:10]([C:8]3[CH:7]=[C:4]([CH:3]=[C:2]([F:1])[CH:9]=3)[C:5]#[N:6])[CH:14]=2)[CH:20]=[CH:19][CH:18]=[N:17]1. (4) Given the reactants [Br:1][C:2]1[CH:3]=[C:4]([N+:12]([O-:14])=[O:13])[C:5]2[N:9]=[C:8]([CH3:10])[NH:7][C:6]=2[CH:11]=1.BrC1NC2C=CC=CC=2N=1.Br[CH2:26][C:27]1[CH:32]=[CH:31][CH:30]=[CH:29][CH:28]=1.C([O-])([O-])=O.[K+].[K+], predict the reaction product. The product is: [Br:1][C:2]1[CH:3]=[C:4]([N+:12]([O-:14])=[O:13])[C:5]2[N:9]=[C:8]([CH3:10])[N:7]([CH2:26][C:27]3[CH:32]=[CH:31][CH:30]=[CH:29][CH:28]=3)[C:6]=2[CH:11]=1. (5) Given the reactants [Cl:1][C:2]1[N:6]2[CH:7]=[C:8](B3OC(C)(C)C(C)(C)O3)[CH:9]=[C:10]([C:11]([F:14])([F:13])[F:12])[C:5]2=[N:4][C:3]=1[C:24]([O:26][CH3:27])=[O:25].[NH:28]1[CH:32]=[CH:31][N:30]=[CH:29]1, predict the reaction product. The product is: [Cl:1][C:2]1[N:6]2[CH:7]=[C:8]([N:28]3[CH:32]=[CH:31][N:30]=[CH:29]3)[CH:9]=[C:10]([C:11]([F:13])([F:12])[F:14])[C:5]2=[N:4][C:3]=1[C:24]([O:26][CH3:27])=[O:25]. (6) Given the reactants [Li]CCCC.CCCCCC.[CH3:12][O:13][C:14]1[CH:19]=[CH:18][CH:17]=[CH:16][C:15]=1[O:20][CH2:21][O:22][CH3:23].[CH3:24][N:25]([CH3:35])[C:26](=[S:34])[S:27][S:27][C:26](=[S:34])[N:25]([CH3:35])[CH3:24].[Cl-].[NH4+], predict the reaction product. The product is: [CH3:24][N:25]([CH3:35])[C:26](=[S:27])[S:34][C:16]1[CH:17]=[CH:18][CH:19]=[C:14]([O:13][CH3:12])[C:15]=1[O:20][CH2:21][O:22][CH3:23]. (7) Given the reactants [F:1][CH2:2][C:3]1[N:7]2[CH:8]=[C:9]([N+:13]([O-])=O)[CH:10]=[C:11]([CH3:12])[C:6]2=[N:5][N:4]=1, predict the reaction product. The product is: [F:1][CH2:2][C:3]1[N:7]2[CH:8]=[C:9]([NH2:13])[CH:10]=[C:11]([CH3:12])[C:6]2=[N:5][N:4]=1. (8) Given the reactants C([O:3][C:4](=[O:41])[CH2:5][N:6]([S:32]([N:35]1[CH2:40][CH2:39][CH2:38][CH2:37][CH2:36]1)(=[O:34])=[O:33])[CH2:7][C:8]1[CH:13]=[CH:12][CH:11]=[C:10]([O:14][CH2:15][C:16]2[N:17]=[C:18]([C:22]3[CH:27]=[CH:26][C:25]([C:28]([F:31])([F:30])[F:29])=[CH:24][CH:23]=3)[O:19][C:20]=2[CH3:21])[CH:9]=1)C.O.[OH-].[Li+], predict the reaction product. The product is: [N:35]1([S:32]([N:6]([CH2:5][C:4]([OH:41])=[O:3])[CH2:7][C:8]2[CH:13]=[CH:12][CH:11]=[C:10]([O:14][CH2:15][C:16]3[N:17]=[C:18]([C:22]4[CH:23]=[CH:24][C:25]([C:28]([F:31])([F:29])[F:30])=[CH:26][CH:27]=4)[O:19][C:20]=3[CH3:21])[CH:9]=2)(=[O:33])=[O:34])[CH2:40][CH2:39][CH2:38][CH2:37][CH2:36]1. (9) The product is: [CH3:31][N:2]([CH3:1])[CH2:3][CH2:4][CH2:5][NH:6][C:7]1[N:16]=[C:15]([NH:17][CH:18]2[CH2:19][CH2:20][NH:21][CH2:22][CH2:23]2)[C:14]2[C:9](=[CH:10][CH:11]=[CH:12][CH:13]=2)[N:8]=1. Given the reactants [CH3:1][N:2]([CH3:31])[CH2:3][CH2:4][CH2:5][NH:6][C:7]1[N:16]=[C:15]([NH:17][CH:18]2[CH2:23][CH2:22][N:21](C(OC(C)(C)C)=O)[CH2:20][CH2:19]2)[C:14]2[C:9](=[CH:10][CH:11]=[CH:12][CH:13]=2)[N:8]=1.C(O)(C(F)(F)F)=O.N.CO, predict the reaction product. (10) Given the reactants [CH2:1]([C:5]12[CH2:13][CH2:12][CH2:11][C:10]1([NH:14][CH3:15])[CH:9]1[CH2:16][CH:6]2[CH2:7][CH2:8]1)[CH2:2][CH2:3][CH3:4].[ClH:17], predict the reaction product. The product is: [ClH:17].[CH2:1]([C:5]12[CH2:13][CH2:12][CH2:11][C:10]1([NH:14][CH3:15])[CH:9]1[CH2:16][CH:6]2[CH2:7][CH2:8]1)[CH2:2][CH2:3][CH3:4].